Dataset: Forward reaction prediction with 1.9M reactions from USPTO patents (1976-2016). Task: Predict the product of the given reaction. (1) Given the reactants [Cl:1][C:2]1[CH:7]=[CH:6][C:5]([C:8]2[CH2:11][CH2:10][C:9]=2[NH:12][C:13](=[O:15])[CH3:14])=[CH:4][CH:3]=1.[H][H], predict the reaction product. The product is: [Cl:1][C:2]1[CH:3]=[CH:4][C:5]([C@@H:8]2[CH2:11][CH2:10][C@@H:9]2[NH:12][C:13](=[O:15])[CH3:14])=[CH:6][CH:7]=1. (2) The product is: [CH3:12][O:11][C:8]1[CH:9]=[CH:10][C:4]2[C:3]([O:13][C:14]3[CH:19]=[CH:18][C:17](/[CH:20]=[CH:21]/[C:22]([O:24][CH3:25])=[O:23])=[CH:16][CH:15]=3)=[C:2]([C:30]3[CH:31]=[CH:32][CH:33]=[CH:34][C:29]=3[CH2:28][O:27][CH3:26])[S:6][C:5]=2[CH:7]=1. Given the reactants Br[C:2]1[S:6][C:5]2[CH:7]=[C:8]([O:11][CH3:12])[CH:9]=[CH:10][C:4]=2[C:3]=1[O:13][C:14]1[CH:19]=[CH:18][C:17](/[CH:20]=[CH:21]/[C:22]([O:24][CH3:25])=[O:23])=[CH:16][CH:15]=1.[CH3:26][O:27][CH2:28][C:29]1[CH:34]=[CH:33][CH:32]=[CH:31][C:30]=1B(O)O.C([O-])([O-])=O.[Na+].[Na+].[O-]S([O-])(=O)=O.[Na+].[Na+], predict the reaction product. (3) The product is: [C:15]1([CH2:14][N:8]([C:5]2[CH:6]=[CH:7][S:3][CH:4]=2)[C:9](=[O:13])[O:10][CH2:11][CH3:12])[CH:20]=[CH:19][CH:18]=[CH:17][CH:16]=1. Given the reactants [H-].[Na+].[S:3]1[CH:7]=[CH:6][C:5]([NH:8][C:9](=[O:13])[O:10][CH2:11][CH3:12])=[CH:4]1.[CH2:14](Br)[C:15]1[CH:20]=[CH:19][CH:18]=[CH:17][CH:16]=1, predict the reaction product. (4) Given the reactants Br[C:2]1[CH:21]=[CH:20][C:5]([CH2:6][C:7]2[C:8]([CH2:18][CH3:19])=[N:9][N:10]3[C:15]([CH3:16])=[CH:14][C:13]([CH3:17])=[N:12][C:11]=23)=[CH:4][CH:3]=1.[N-:22]=[N+:23]=[N-:24].[Na+].CNCCNC.O=C1O[C@H]([C@H](CO)O)C([O-])=C1O.[Na+], predict the reaction product. The product is: [N:22]([C:2]1[CH:21]=[CH:20][C:5]([CH2:6][C:7]2[C:8]([CH2:18][CH3:19])=[N:9][N:10]3[C:15]([CH3:16])=[CH:14][C:13]([CH3:17])=[N:12][C:11]=23)=[CH:4][CH:3]=1)=[N+:23]=[N-:24]. (5) Given the reactants [Br:1][C:2]1[CH:3]=[C:4]2[C:9](Cl)=[C:8]([C:11]([NH2:13])=[O:12])[CH:7]=[N:6][N:5]2[CH:14]=1.CC[N:17]([CH:21]([CH3:23])[CH3:22])C(C)C.O.CN1C(=O)C[CH2:28][CH2:27]1, predict the reaction product. The product is: [Br:1][C:2]1[CH:3]=[C:4]2[C:9]([NH:17][C@@H:21]([CH:22]3[CH2:28][CH2:27]3)[CH3:23])=[C:8]([C:11]([NH2:13])=[O:12])[CH:7]=[N:6][N:5]2[CH:14]=1. (6) The product is: [C:14]([O:18][C:19]([N:21]1[C:30]2[C:25](=[CH:26][CH:27]=[C:28]([CH2:31][CH2:32][O:33][C:34]3[CH:35]=[C:36]4[C:40](=[CH:41][CH:42]=3)[N:39]([C:5]([C:6]3[CH:11]=[CH:10][CH:9]=[CH:8][C:7]=3[Cl:12])=[CH:4][C:3]([O:2][CH3:1])=[O:13])[CH:38]=[CH:37]4)[N:29]=2)[CH2:24][CH2:23][CH2:22]1)=[O:20])([CH3:17])([CH3:15])[CH3:16]. Given the reactants [CH3:1][O:2][C:3](=[O:13])[C:4]#[C:5][C:6]1[CH:11]=[CH:10][CH:9]=[CH:8][C:7]=1[Cl:12].[C:14]([O:18][C:19]([N:21]1[C:30]2[C:25](=[CH:26][CH:27]=[C:28]([CH2:31][CH2:32][O:33][C:34]3[CH:35]=[C:36]4[C:40](=[CH:41][CH:42]=3)[NH:39][CH:38]=[CH:37]4)[N:29]=2)[CH2:24][CH2:23][CH2:22]1)=[O:20])([CH3:17])([CH3:16])[CH3:15], predict the reaction product. (7) Given the reactants C([O:8][C@H:9]1[CH2:14][CH2:13][CH2:12][CH2:11][C@@H:10]1[NH:15][C:16]1[S:17][C:18]([CH:23]([CH3:25])[CH3:24])([CH3:22])[C:19](=[O:21])[N:20]=1)C1C=CC=CC=1.I[Si](C)(C)C, predict the reaction product. The product is: [OH:8][C@H:9]1[CH2:14][CH2:13][CH2:12][CH2:11][C@@H:10]1[NH:15][C:16]1[S:17][C:18]([CH:23]([CH3:25])[CH3:24])([CH3:22])[C:19](=[O:21])[N:20]=1.